From a dataset of Full USPTO retrosynthesis dataset with 1.9M reactions from patents (1976-2016). Predict the reactants needed to synthesize the given product. (1) Given the product [Cl:17][C:18]1[CH:23]=[C:22]([C:6]2[CH:7]=[C:2]([Cl:1])[CH:3]=[CH:4][C:5]=2[O:11][CH2:12][C:13]([F:16])([F:15])[F:14])[N:21]=[C:20]([NH2:25])[N:19]=1, predict the reactants needed to synthesize it. The reactants are: [Cl:1][C:2]1[CH:3]=[CH:4][C:5]([O:11][CH2:12][C:13]([F:16])([F:15])[F:14])=[C:6](B(O)O)[CH:7]=1.[Cl:17][C:18]1[CH:23]=[C:22](Cl)[N:21]=[C:20]([NH2:25])[N:19]=1.CC(O)C(O)C.C(=O)([O-])[O-].[Na+].[Na+].C1(P(C2C=CC=CC=2)C2C=CC=CC=2)C=CC=CC=1. (2) Given the product [Cl:1][C:15]1[CH:14]=[C:13]([C:16]2[N:21]=[C:20]([C:22]#[N:23])[C:19]3[N:24]=[CH:25][N:26]([CH3:27])[C:18]=3[CH:17]=2)[CH:12]=[C:11]([C:28]([F:31])([F:30])[F:29])[C:10]=1[OH:9], predict the reactants needed to synthesize it. The reactants are: [Cl:1]N1C(=O)CCC1=O.[OH:9][C:10]1[CH:15]=[CH:14][C:13]([C:16]2[N:21]=[C:20]([C:22]#[N:23])[C:19]3[N:24]=[CH:25][N:26]([CH3:27])[C:18]=3[CH:17]=2)=[CH:12][C:11]=1[C:28]([F:31])([F:30])[F:29].C(OCC)(=O)C.O.